This data is from Peptide-MHC class II binding affinity with 134,281 pairs from IEDB. The task is: Regression. Given a peptide amino acid sequence and an MHC pseudo amino acid sequence, predict their binding affinity value. This is MHC class II binding data. The peptide sequence is DGGGFYADDTAGWDT. The MHC is HLA-DQA10601-DQB10402 with pseudo-sequence HLA-DQA10601-DQB10402. The binding affinity (normalized) is 0.